Dataset: Forward reaction prediction with 1.9M reactions from USPTO patents (1976-2016). Task: Predict the product of the given reaction. (1) Given the reactants [I-].[CH2:2]([N+:6]1[C:10]([CH3:11])=[C:9]([CH3:12])[S:8][C:7]=1[CH3:13])[CH2:3][CH2:4][CH3:5].[Cl:14][C:15]1[CH:16]=[CH:17][C:18]([F:24])=[C:19]([CH:23]=1)[C:20](Cl)=[O:21], predict the reaction product. The product is: [CH2:2]([N:6]1[C:10]([CH3:11])=[C:9]([CH3:12])[S:8]/[C:7]/1=[CH:13]\[C:20]([C:19]1[CH:23]=[C:15]([Cl:14])[CH:16]=[CH:17][C:18]=1[F:24])=[O:21])[CH2:3][CH2:4][CH3:5]. (2) Given the reactants [CH3:1][O:2][C:3]([C@@H:5]1[CH2:9][C@@H:8]([S:10]([C:13]2[CH:18]=[CH:17][CH:16]=[CH:15][C:14]=2[C:19]([F:22])([F:21])[F:20])(=[O:12])=[O:11])[CH2:7][N:6]1[C:23](=S)[CH2:24][C:25](=O)[CH3:26])=[O:4].Cl.[CH:30]([NH:33][NH2:34])([CH3:32])[CH3:31], predict the reaction product. The product is: [CH3:1][O:2][C:3]([C@@H:5]1[CH2:9][C@@H:8]([S:10]([C:13]2[CH:18]=[CH:17][CH:16]=[CH:15][C:14]=2[C:19]([F:21])([F:20])[F:22])(=[O:12])=[O:11])[CH2:7][N:6]1[C:23]1[N:33]([CH:30]([CH3:32])[CH3:31])[N:34]=[C:25]([CH3:26])[CH:24]=1)=[O:4].